Dataset: Catalyst prediction with 721,799 reactions and 888 catalyst types from USPTO. Task: Predict which catalyst facilitates the given reaction. (1) Reactant: [C:1]([O:20][CH2:21][C@H:22]1[O:34][C@@H:25]([S:26][C:27]2[CH:32]=[CH:31][C:30]([CH3:33])=[CH:29][CH:28]=2)[C@H:24]([OH:35])[C@H:23]1[OH:36])([C:14]1[CH:19]=[CH:18][CH:17]=[CH:16][CH:15]=1)([C:8]1[CH:13]=[CH:12][CH:11]=[CH:10][CH:9]=1)[C:2]1[CH:7]=[CH:6][CH:5]=[CH:4][CH:3]=1.[H-].[Na+].[CH2:39](Br)[C:40]1[CH:45]=[CH:44][CH:43]=[CH:42][CH:41]=1. Product: [CH2:39]([O:35][C@@H:24]1[C@@H:23]([O:36][CH2:1][C:2]2[CH:7]=[CH:6][CH:5]=[CH:4][CH:3]=2)[C@@H:22]([CH2:21][O:20][C:1]([C:8]2[CH:9]=[CH:10][CH:11]=[CH:12][CH:13]=2)([C:2]2[CH:7]=[CH:6][CH:5]=[CH:4][CH:3]=2)[C:14]2[CH:19]=[CH:18][CH:17]=[CH:16][CH:15]=2)[O:34][C@H:25]1[S:26][C:27]1[CH:32]=[CH:31][C:30]([CH3:33])=[CH:29][CH:28]=1)[C:40]1[CH:45]=[CH:44][CH:43]=[CH:42][CH:41]=1. The catalyst class is: 3. (2) Reactant: [C:1]1([N:7]([C:18]2[CH:23]=[CH:22][C:21](B3OC(C)(C)C(C)(C)O3)=[CH:20][CH:19]=2)[C:8]2[C:17]3[C:12](=[CH:13][CH:14]=[CH:15][CH:16]=3)[CH:11]=[CH:10][CH:9]=2)[CH:6]=[CH:5][CH:4]=[CH:3][CH:2]=1.I[C:34]1[CH:39]=[CH:38][C:37]([Br:40])=[CH:36][N:35]=1.C([O-])([O-])=O.[K+].[K+]. Product: [Br:40][C:37]1[CH:38]=[CH:39][C:34]([C:4]2[CH:3]=[CH:2][C:1]([N:7]([C:18]3[CH:23]=[CH:22][CH:21]=[CH:20][CH:19]=3)[C:8]3[C:17]4[C:12](=[CH:13][CH:14]=[CH:15][CH:16]=4)[CH:11]=[CH:10][CH:9]=3)=[CH:6][CH:5]=2)=[N:35][CH:36]=1. The catalyst class is: 70.